The task is: Predict the reactants needed to synthesize the given product.. This data is from Full USPTO retrosynthesis dataset with 1.9M reactions from patents (1976-2016). (1) Given the product [CH3:60][N:61]([CH2:63][C:26]1[CH:25]=[C:24]([C:3]2[CH:4]=[CH:5][C:6]([CH2:8][NH:9][CH:10]=[C:11]3[C:20]4[C:15](=[CH:16][CH:17]=[C:18]([I:21])[CH:19]=4)[C:14](=[O:22])[NH:13][C:12]3=[O:23])=[CH:7][C:2]=2[OH:1])[CH:29]=[CH:28][CH:27]=1)[CH3:62], predict the reactants needed to synthesize it. The reactants are: [OH:1][C:2]1[CH:7]=[C:6]([CH2:8][NH:9][CH:10]=[C:11]2[C:20]3[C:15](=[CH:16][CH:17]=[C:18]([I:21])[CH:19]=3)[C:14](=[O:22])[NH:13][C:12]2=[O:23])[CH:5]=[CH:4][C:3]=1[C:24]1[CH:29]=[CH:28][CH:27]=[CH:26][CH:25]=1.IC1C=C2C(=CC=1)C(=O)NC(=O)C2=COC.NCC1C=C(O)C(C2C=CC=C([CH2:60][N:61]([CH3:63])[CH3:62])C=2)=CC=1. (2) Given the product [F:38][C:37]([F:40])([F:39])[C:35]1[CH:36]=[C:31]([C:2]2[C@:3]3([CH2:19][CH2:18][C@H:17]4[C@@H:8]([CH2:9][CH2:10][C:11]5[CH:12]=[C:13]([C:20]([NH2:22])=[O:21])[CH:14]=[CH:15][C:16]=54)[C@@H:5]3[CH2:6][CH:7]=2)[CH3:4])[CH:32]=[N:33][CH:34]=1, predict the reactants needed to synthesize it. The reactants are: I[C:2]1[C@:3]2([CH2:19][CH2:18][C@H:17]3[C@@H:8]([CH2:9][CH2:10][C:11]4[CH:12]=[C:13]([C:20]([NH2:22])=[O:21])[CH:14]=[CH:15][C:16]=43)[C@@H:5]2[CH2:6][CH:7]=1)[CH3:4].CC1(C)C(C)(C)OB([C:31]2[CH:32]=[N:33][CH:34]=[C:35]([C:37]([F:40])([F:39])[F:38])[CH:36]=2)O1. (3) Given the product [CH2:45]([O:52][C:53]1[CH:54]=[C:55]([CH2:56][NH:57][C:38](=[O:40])[C:37]2[CH:41]=[CH:42][CH:43]=[N:44][C:36]=2[NH2:35])[CH:58]=[CH:59][CH:60]=1)[C:46]1[CH:47]=[CH:48][CH:49]=[CH:50][CH:51]=1, predict the reactants needed to synthesize it. The reactants are: CN([P+](ON1N=NC2C=CC=CC1=2)(N(C)C)N(C)C)C.F[P-](F)(F)(F)(F)F.C(N(CC)CC)C.[NH2:35][C:36]1[N:44]=[CH:43][CH:42]=[CH:41][C:37]=1[C:38]([OH:40])=O.[CH2:45]([O:52][C:53]1[CH:54]=[C:55]([CH:58]=[CH:59][CH:60]=1)[CH2:56][NH2:57])[C:46]1[CH:51]=[CH:50][CH:49]=[CH:48][CH:47]=1. (4) Given the product [ClH:54].[NH2:11][CH:10]([C:19]1[NH:20][C:21]([C:29]2[CH:38]=[CH:37][CH:36]=[C:35]3[C:30]=2[N:31]=[C:32]([NH:40][C:41]([CH3:44])([CH3:43])[CH3:42])[C:33]([CH3:39])=[N:34]3)=[CH:22][C:23]=1[C:24]([OH:26])=[O:25])[CH2:9][O:8][CH2:1][C:2]1[CH:7]=[CH:6][CH:5]=[CH:4][CH:3]=1, predict the reactants needed to synthesize it. The reactants are: [CH2:1]([O:8][CH2:9][CH:10]([C:19]1[NH:20][C:21]([C:29]2[CH:38]=[CH:37][CH:36]=[C:35]3[C:30]=2[N:31]=[C:32]([NH:40][C:41]([CH3:44])([CH3:43])[CH3:42])[C:33]([CH3:39])=[N:34]3)=[CH:22][C:23]=1[C:24]([O:26]CC)=[O:25])[NH:11]C(OC(C)(C)C)=O)[C:2]1[CH:7]=[CH:6][CH:5]=[CH:4][CH:3]=1.[Li+].[OH-].O1CCOCC1.O.[ClH:54]. (5) Given the product [S:1]([O:6][C@@H:7]1[CH2:24][C@@:22]2([CH3:23])[C@@H:18]([C@@H:19]3[CH2:26][C@@H:20]3[C:21]2=[O:25])[C@H:17]2[C@H:8]1[C@:9]1([CH3:28])[C:14]([CH2:15][CH2:16]2)=[CH:13][C:12](=[O:27])[CH2:11][CH2:10]1)([CH3:4])(=[O:3])=[O:2], predict the reactants needed to synthesize it. The reactants are: [S:1](Cl)([CH3:4])(=[O:3])=[O:2].[OH:6][C@@H:7]1[CH2:24][C@@:22]2([CH3:23])[C@@H:18]([C@@H:19]3[CH2:26][C@@H:20]3[C:21]2=[O:25])[C@H:17]2[C@H:8]1[C@:9]1([CH3:28])[C:14]([CH2:15][CH2:16]2)=[CH:13][C:12](=[O:27])[CH2:11][CH2:10]1. (6) Given the product [CH:1]1([N:4]([CH:20]2[CH2:21][CH2:22][N:23]([C:27]3[N:32]=[CH:31][C:30]([CH2:33][CH3:34])=[CH:29][N:28]=3)[CH2:24][CH2:25]2)[C:5]([C:7]2[CH:12]=[N:11][C:10]([N:13]3[CH:17]=[CH:16][N:15]=[C:14]3[CH2:18][CH3:19])=[N:9][CH:8]=2)=[O:6])[CH2:3][CH2:2]1, predict the reactants needed to synthesize it. The reactants are: [CH:1]1([N:4]([CH:20]2[CH2:25][CH2:24][NH:23][CH2:22][CH2:21]2)[C:5]([C:7]2[CH:8]=[N:9][C:10]([N:13]3[CH:17]=[CH:16][N:15]=[C:14]3[CH2:18][CH3:19])=[N:11][CH:12]=2)=[O:6])[CH2:3][CH2:2]1.Cl[C:27]1[N:32]=[CH:31][C:30]([CH2:33][CH3:34])=[CH:29][N:28]=1. (7) The reactants are: [Br:1][C:2]1[CH:26]=[CH:25][C:5]([CH2:6][N:7]2[CH2:12][CH2:11][CH2:10][CH:9]([C:13]3[C:21]4[C:16](=[CH:17][CH:18]=[CH:19][CH:20]=4)[NH:15][C:14]=3[C:22]([OH:24])=O)[CH2:8]2)=[C:4]([F:27])[CH:3]=1.ON1C2C=CC=CC=2N=N1.C(N(C(C)C)CC)(C)C.[NH:47]1[CH2:52][CH2:51][O:50][CH2:49][CH2:48]1. Given the product [Br:1][C:2]1[CH:26]=[CH:25][C:5]([CH2:6][N:7]2[CH2:12][CH2:11][CH2:10][CH:9]([C:13]3[C:21]4[C:16](=[CH:17][CH:18]=[CH:19][CH:20]=4)[NH:15][C:14]=3[C:22]([N:47]3[CH2:52][CH2:51][O:50][CH2:49][CH2:48]3)=[O:24])[CH2:8]2)=[C:4]([F:27])[CH:3]=1, predict the reactants needed to synthesize it.